This data is from Catalyst prediction with 721,799 reactions and 888 catalyst types from USPTO. The task is: Predict which catalyst facilitates the given reaction. (1) Reactant: [C:1]1([S:11]([N:14]2[C:22]3[C:17](=[CH:18][CH:19]=[C:20]([N+:23]([O-])=O)[CH:21]=3)[CH:16]=[N:15]2)(=[O:13])=[O:12])[C:10]2[C:5](=[CH:6][CH:7]=[CH:8][CH:9]=2)[CH:4]=[CH:3][CH:2]=1.Cl[Sn]Cl.Cl.[OH-].[Na+]. Product: [C:1]1([S:11]([N:14]2[C:22]3[C:17](=[CH:18][CH:19]=[C:20]([NH2:23])[CH:21]=3)[CH:16]=[N:15]2)(=[O:13])=[O:12])[C:10]2[C:5](=[CH:6][CH:7]=[CH:8][CH:9]=2)[CH:4]=[CH:3][CH:2]=1. The catalyst class is: 8. (2) Reactant: Cl[S:2]([C:5]1[CH:6]=[C:7]([CH:11]=[C:12]([C:14]([F:17])([F:16])[F:15])[CH:13]=1)[C:8]([OH:10])=[O:9])(=[O:4])=[O:3].[NH:18]1[CH2:22][CH2:21][CH2:20][CH2:19]1. Product: [N:18]1([S:2]([C:5]2[CH:6]=[C:7]([CH:11]=[C:12]([C:14]([F:17])([F:16])[F:15])[CH:13]=2)[C:8]([OH:10])=[O:9])(=[O:4])=[O:3])[CH2:22][CH2:21][CH2:20][CH2:19]1. The catalyst class is: 4. (3) Reactant: [N:1]([CH2:4][CH2:5][O:6][CH2:7][CH2:8][O:9][CH2:10][CH2:11][O:12][CH2:13][CH2:14][NH:15][C:16](=[O:52])[CH2:17][C@@H:18]([C:45]([O:47]C(C)(C)C)=[O:46])[NH:19][C:20](=[O:44])[CH2:21][CH2:22][CH2:23][CH2:24][CH2:25][CH2:26][CH2:27][CH2:28][CH2:29][CH2:30][CH2:31][CH2:32][CH2:33][CH2:34][CH2:35][CH2:36][C:37]([O:39]C(C)(C)C)=[O:38])=[N+:2]=[N-:3].C(O)(C(F)(F)F)=O. Product: [N:1]([CH2:4][CH2:5][O:6][CH2:7][CH2:8][O:9][CH2:10][CH2:11][O:12][CH2:13][CH2:14][NH:15][C:16](=[O:52])[CH2:17][C@@H:18]([C:45]([OH:47])=[O:46])[NH:19][C:20](=[O:44])[CH2:21][CH2:22][CH2:23][CH2:24][CH2:25][CH2:26][CH2:27][CH2:28][CH2:29][CH2:30][CH2:31][CH2:32][CH2:33][CH2:34][CH2:35][CH2:36][C:37]([OH:39])=[O:38])=[N+:2]=[N-:3]. The catalyst class is: 2. (4) Reactant: [NH2:1][C:2]1[CH:7]=[CH:6][C:5]([NH:8]/[C:9](=[C:16]2\[C:17](=[O:28])[NH:18][C:19]3[C:24]\2=[CH:23][C:22]([N+:25]([O-:27])=[O:26])=[CH:21][CH:20]=3)/[C:10]2[CH:15]=[CH:14][CH:13]=[CH:12][CH:11]=2)=[CH:4][CH:3]=1.[CH:29](OCC)=[O:30]. Product: [CH:29]([NH:1][C:2]1[CH:7]=[CH:6][C:5]([NH:8]/[C:9](=[C:16]2\[C:17](=[O:28])[NH:18][C:19]3[C:24]\2=[CH:23][C:22]([N+:25]([O-:27])=[O:26])=[CH:21][CH:20]=3)/[C:10]2[CH:11]=[CH:12][CH:13]=[CH:14][CH:15]=2)=[CH:4][CH:3]=1)=[O:30]. The catalyst class is: 3. (5) Reactant: [F:1][C:2]1[CH:33]=[CH:32][C:5]([C:6]([NH:8][C:9]2[CH:21]=[C:20](/[CH:22]=[CH:23]/[C:24]3[CH:29]=[CH:28][CH:27]=[C:26]([O:30][CH3:31])[CH:25]=3)[CH:19]=[CH:18][C:10]=2[C:11]([O:13]C(C)(C)C)=[O:12])=[O:7])=[CH:4][CH:3]=1. Product: [F:1][C:2]1[CH:3]=[CH:4][C:5]([C:6]([NH:8][C:9]2[CH:21]=[C:20](/[CH:22]=[CH:23]/[C:24]3[CH:29]=[CH:28][CH:27]=[C:26]([O:30][CH3:31])[CH:25]=3)[CH:19]=[CH:18][C:10]=2[C:11]([OH:13])=[O:12])=[O:7])=[CH:32][CH:33]=1. The catalyst class is: 55. (6) Reactant: C([O:4][C@H:5]([C@H:21]1[O:26][CH2:25][CH2:24][N:23]([C:27]2[CH:28]=[C:29]3[C:33](=[CH:34][CH:35]=2)[CH2:32][N:31]([CH3:36])[C:30]3=[O:37])[C:22]1=[O:38])[C:6](=[O:20])[NH:7][C:8]1[CH:13]=[CH:12][C:11]([C:14]2[NH:18][C:17](=[O:19])[O:16][N:15]=2)=[CH:10][CH:9]=1)(=O)C.[NH3:39].CO. Product: [OH:4][C@H:5]([C@H:21]1[O:26][CH2:25][CH2:24][N:23]([C:27]2[CH:28]=[C:29]3[C:33](=[CH:34][CH:35]=2)[CH2:32][N:31]([CH3:36])[C:30]3=[O:37])[C:22]1=[O:38])[C:6]([NH:7][C:8]1[CH:9]=[CH:10][C:11]([C:14]2[N:18]=[C:17]([O-:19])[O:16][N:15]=2)=[CH:12][CH:13]=1)=[O:20].[NH4+:39]. The catalyst class is: 5. (7) Reactant: [Br:1][C:2]1[CH:7]=[CH:6][C:5]([OH:8])=[CH:4][C:3]=1[CH3:9].C(=O)([O-])[O-].[K+].[K+].[CH2:16](Br)[C:17]1[CH:22]=[CH:21][CH:20]=[CH:19][CH:18]=1.O. Product: [CH2:16]([O:8][C:5]1[CH:6]=[CH:7][C:2]([Br:1])=[C:3]([CH3:9])[CH:4]=1)[C:17]1[CH:22]=[CH:21][CH:20]=[CH:19][CH:18]=1. The catalyst class is: 9.